This data is from Catalyst prediction with 721,799 reactions and 888 catalyst types from USPTO. The task is: Predict which catalyst facilitates the given reaction. (1) Reactant: C[Li].[CH:3]([Mg]Cl)([CH3:5])[CH3:4].[F:8][C:9]1([F:22])[C:18]2[C:13](=[CH:14][CH:15]=[C:16]([F:19])[CH:17]=2)[C:12](=[O:20])[CH:11]([OH:21])[CH2:10]1. Product: [F:8][C:9]1([F:22])[C:18]2[C:13](=[CH:14][CH:15]=[C:16]([F:19])[CH:17]=2)[C@H:12]([CH:3]([CH3:5])[CH3:4])[C:11](=[O:21])[CH2:10]1.[F:22][C:9]1([F:8])[C:18]2[C:13](=[CH:14][CH:15]=[C:16]([F:19])[CH:17]=2)[C:12]([CH:3]([CH3:5])[CH3:4])([OH:20])[CH:11]([OH:21])[CH2:10]1. The catalyst class is: 1. (2) The catalyst class is: 120. Product: [F:17][C:18]1[CH:23]=[CH:22][C:21]([S:24][C:25]2[CH:26]=[CH:27][C:28]([NH2:31])=[CH:29][CH:30]=2)=[CH:20][CH:19]=1. Reactant: C(Cl)(=O)C(Cl)=O.ClC1C=C(C=CN=1)C(O)=O.[F:17][C:18]1[CH:23]=[CH:22][C:21]([S:24][C:25]2[CH:26]=[C:27]3C4(CCNCC4)C[N:31](C(OCC4C=CC=CC=4)=O)[C:28]3=[CH:29][CH:30]=2)=[CH:20][CH:19]=1.C(N(CC)C(C)C)(C)C.